Task: Regression. Given two drug SMILES strings and cell line genomic features, predict the synergy score measuring deviation from expected non-interaction effect.. Dataset: NCI-60 drug combinations with 297,098 pairs across 59 cell lines (1) Drug 2: CC12CCC3C(C1CCC2O)C(CC4=C3C=CC(=C4)O)CCCCCCCCCS(=O)CCCC(C(F)(F)F)(F)F. Synergy scores: CSS=3.31, Synergy_ZIP=-1.25, Synergy_Bliss=-0.542, Synergy_Loewe=0.421, Synergy_HSA=-0.327. Drug 1: CC1=C(C=C(C=C1)NC(=O)C2=CC=C(C=C2)CN3CCN(CC3)C)NC4=NC=CC(=N4)C5=CN=CC=C5. Cell line: A549. (2) Drug 1: C1=CC(=CC=C1CCC2=CNC3=C2C(=O)NC(=N3)N)C(=O)NC(CCC(=O)O)C(=O)O. Drug 2: B(C(CC(C)C)NC(=O)C(CC1=CC=CC=C1)NC(=O)C2=NC=CN=C2)(O)O. Cell line: HL-60(TB). Synergy scores: CSS=30.8, Synergy_ZIP=-1.24, Synergy_Bliss=-8.16, Synergy_Loewe=-6.80, Synergy_HSA=-6.52. (3) Drug 1: COC1=CC(=CC(=C1O)OC)C2C3C(COC3=O)C(C4=CC5=C(C=C24)OCO5)OC6C(C(C7C(O6)COC(O7)C8=CC=CS8)O)O. Drug 2: C1=CC=C(C(=C1)C(C2=CC=C(C=C2)Cl)C(Cl)Cl)Cl. Cell line: SF-295. Synergy scores: CSS=44.6, Synergy_ZIP=1.30, Synergy_Bliss=1.70, Synergy_Loewe=-52.1, Synergy_HSA=0.977. (4) Drug 1: CC1=CC2C(CCC3(C2CCC3(C(=O)C)OC(=O)C)C)C4(C1=CC(=O)CC4)C. Synergy scores: CSS=14.3, Synergy_ZIP=-9.84, Synergy_Bliss=-21.3, Synergy_Loewe=-32.7, Synergy_HSA=-21.6. Drug 2: C1=C(C(=O)NC(=O)N1)F. Cell line: HT29. (5) Drug 1: CN(C)C1=NC(=NC(=N1)N(C)C)N(C)C. Drug 2: CC1CCC2CC(C(=CC=CC=CC(CC(C(=O)C(C(C(=CC(C(=O)CC(OC(=O)C3CCCCN3C(=O)C(=O)C1(O2)O)C(C)CC4CCC(C(C4)OC)OCCO)C)C)O)OC)C)C)C)OC. Cell line: PC-3. Synergy scores: CSS=30.7, Synergy_ZIP=1.73, Synergy_Bliss=1.77, Synergy_Loewe=-49.0, Synergy_HSA=1.03. (6) Drug 1: CC1=CC=C(C=C1)C2=CC(=NN2C3=CC=C(C=C3)S(=O)(=O)N)C(F)(F)F. Drug 2: CC1C(C(CC(O1)OC2CC(CC3=C2C(=C4C(=C3O)C(=O)C5=CC=CC=C5C4=O)O)(C(=O)C)O)N)O. Cell line: CCRF-CEM. Synergy scores: CSS=55.9, Synergy_ZIP=-5.47, Synergy_Bliss=-3.97, Synergy_Loewe=0.0931, Synergy_HSA=1.25. (7) Drug 1: C1=CC(=CC=C1C#N)C(C2=CC=C(C=C2)C#N)N3C=NC=N3. Drug 2: C1CN(CCN1C(=O)CCBr)C(=O)CCBr. Cell line: SNB-75. Synergy scores: CSS=24.1, Synergy_ZIP=-6.08, Synergy_Bliss=-0.0783, Synergy_Loewe=8.11, Synergy_HSA=3.21. (8) Cell line: CAKI-1. Synergy scores: CSS=49.4, Synergy_ZIP=-1.70, Synergy_Bliss=-0.240, Synergy_Loewe=-7.84, Synergy_HSA=1.33. Drug 2: B(C(CC(C)C)NC(=O)C(CC1=CC=CC=C1)NC(=O)C2=NC=CN=C2)(O)O. Drug 1: CC1C(C(CC(O1)OC2CC(OC(C2O)C)OC3=CC4=CC5=C(C(=O)C(C(C5)C(C(=O)C(C(C)O)O)OC)OC6CC(C(C(O6)C)O)OC7CC(C(C(O7)C)O)OC8CC(C(C(O8)C)O)(C)O)C(=C4C(=C3C)O)O)O)O. (9) Drug 1: C1=NC2=C(N=C(N=C2N1C3C(C(C(O3)CO)O)F)Cl)N. Drug 2: COC1=C2C(=CC3=C1OC=C3)C=CC(=O)O2. Cell line: RXF 393. Synergy scores: CSS=-1.83, Synergy_ZIP=6.29, Synergy_Bliss=1.18, Synergy_Loewe=-2.36, Synergy_HSA=-1.66.